From a dataset of Full USPTO retrosynthesis dataset with 1.9M reactions from patents (1976-2016). Predict the reactants needed to synthesize the given product. Given the product [N+:39]([O-:42])([OH:41])=[O:40].[C:8]([N:11]1[CH2:15][C@H:14]([OH:16])[CH2:13][C@H:12]1[C:17]([NH:19][C@H:20]([C:28]([C:30]1[S:31][C:32]2[CH:38]=[CH:37][CH:36]=[CH:35][C:33]=2[N:34]=1)=[O:29])[CH2:21][CH2:22][CH2:23][NH:24][C:25](=[NH:26])[NH2:27])=[O:18])(=[O:10])[CH3:9], predict the reactants needed to synthesize it. The reactants are: C(O)(C(F)(F)F)=O.[C:8]([N:11]1[CH2:15][C@H:14]([OH:16])[CH2:13][C@H:12]1[C:17]([NH:19][C@H:20]([C:28]([C:30]1[S:31][C:32]2[CH:38]=[CH:37][CH:36]=[CH:35][C:33]=2[N:34]=1)=[O:29])[CH2:21][CH2:22][CH2:23][NH:24][C:25](=[NH:27])[NH2:26])=[O:18])(=[O:10])[CH3:9].[N+:39]([O-:42])([OH:41])=[O:40].